This data is from Reaction yield outcomes from USPTO patents with 853,638 reactions. The task is: Predict the reaction yield, written as a fraction of the theoretical maximum amount of product (1.0 means a 100% yield; for example, 0.34 means a 34% yield). (1) The reactants are [Br:1][C:2]1[CH:3]=[C:4]([C@@:9]([NH:15][C:16]([NH:18][C:19](=[O:26])[C:20]2[CH:25]=[CH:24][CH:23]=[CH:22][CH:21]=2)=[S:17])([CH2:11][C:12]([CH3:14])=[CH2:13])[CH3:10])[CH:5]=[CH:6][C:7]=1[F:8].[I:27]I. The catalyst is ClCCl. The product is [Br:1][C:2]1[CH:3]=[C:4]([C@:9]2([CH3:10])[CH2:11][C:12]([CH2:14][I:27])([CH3:13])[S:17][C:16]([NH:18][C:19](=[O:26])[C:20]3[CH:21]=[CH:22][CH:23]=[CH:24][CH:25]=3)=[N:15]2)[CH:5]=[CH:6][C:7]=1[F:8]. The yield is 0.820. (2) The reactants are [Cl-].O[NH3+:3].[C:4](=[O:7])([O-])[OH:5].[Na+].CS(C)=O.[CH2:13]([C:17]1[N:18]=[C:19]([CH2:47][CH3:48])[N:20]([C:39]2[CH:44]=[CH:43][C:42]([O:45][CH3:46])=[CH:41][CH:40]=2)[C:21](=[O:38])[C:22]=1[CH2:23][C:24]1[CH:29]=[CH:28][C:27]([C:30]2[C:31]([C:36]#[N:37])=[CH:32][CH:33]=[CH:34][CH:35]=2)=[CH:26][CH:25]=1)[CH2:14][CH2:15][CH3:16]. The catalyst is C(OCC)(=O)C. The product is [CH2:13]([C:17]1[N:18]=[C:19]([CH2:47][CH3:48])[N:20]([C:39]2[CH:40]=[CH:41][C:42]([O:45][CH3:46])=[CH:43][CH:44]=2)[C:21](=[O:38])[C:22]=1[CH2:23][C:24]1[CH:25]=[CH:26][C:27]([C:30]2[CH:35]=[CH:34][CH:33]=[CH:32][C:31]=2[C:36]2[NH:3][C:4](=[O:7])[O:5][N:37]=2)=[CH:28][CH:29]=1)[CH2:14][CH2:15][CH3:16]. The yield is 0.700. (3) The reactants are [CH2:1]([C:3]1[CH:10]=[CH:9][CH:8]=[C:5]([CH:6]=[O:7])[C:4]=1[OH:11])[CH3:2].[CH2:12](Br)[C:13]1[CH:18]=[CH:17][CH:16]=[CH:15][CH:14]=1.C(=O)([O-])[O-].[K+].[K+].Cl. The catalyst is CN(C)C=O. The product is [CH2:12]([O:11][C:4]1[C:3]([CH2:1][CH3:2])=[CH:10][CH:9]=[CH:8][C:5]=1[CH:6]=[O:7])[C:13]1[CH:18]=[CH:17][CH:16]=[CH:15][CH:14]=1. The yield is 0.960. (4) The reactants are [NH2:1][C:2]1[CH:3]=[C:4]([CH:21]=[CH:22][CH:23]=1)[O:5][C:6]1[CH:7]=[CH:8][C:9]2[N:13]=[C:12]([NH:14][C:15]([CH:17]3[CH2:19][CH2:18]3)=[O:16])[NH:11][C:10]=2[CH:20]=1.[F:24][C:25]([F:36])([F:35])[C:26]1[CH:27]=[C:28]([CH:32]=[CH:33][CH:34]=1)[C:29](O)=[O:30].Cl.C(N=C=NCCCN(C)C)C.CO. The catalyst is N1C=CC=CC=1.CN(C)C1C=CN=CC=1. The product is [CH:17]1([C:15]([NH:14][C:12]2[NH:11][C:10]3[CH:20]=[C:6]([O:5][C:4]4[CH:3]=[C:2]([NH:1][C:29](=[O:30])[C:28]5[CH:32]=[CH:33][CH:34]=[C:26]([C:25]([F:24])([F:35])[F:36])[CH:27]=5)[CH:23]=[CH:22][CH:21]=4)[CH:7]=[CH:8][C:9]=3[N:13]=2)=[O:16])[CH2:19][CH2:18]1. The yield is 0.540. (5) The reactants are [Br:1][C:2]1[CH:3]=[CH:4][C:5]2[N:9]=[CH:8][NH:7][C:6]=2[CH:10]=1.[O:11]1[CH:16]=[CH:15][CH2:14][CH2:13][CH2:12]1.C1(C)C=CC(S(O)(=O)=O)=CC=1.BrC1C=CC2N=CN(C3CCCCO3)C=2C=1. The catalyst is O1CCCC1. The product is [Br:1][C:2]1[CH:3]=[CH:4][C:5]2[N:9]([CH:12]3[CH2:13][CH2:14][CH2:15][CH2:16][O:11]3)[CH:8]=[N:7][C:6]=2[CH:10]=1. The yield is 0.440. (6) The reactants are CC(C)([O-])C.[K+].[CH3:7][O:8][C:9](=[O:25])[C:10]([O:23][CH3:24])=[CH:11][C:12]1[CH:17]=[CH:16][C:15]([OH:18])=[C:14]([C:19]([F:22])(F)F)[CH:13]=1.Br[CH2:27][CH2:28][CH2:29][O:30][C:31]1[CH:36]=[CH:35][C:34]([C:37]2[CH:42]=[CH:41][CH:40]=[CH:39][CH:38]=2)=[CH:33][CH:32]=1. The catalyst is CN(C)C=O. The product is [CH3:7][O:8][C:9](=[O:25])[C:10]([O:23][CH3:24])=[CH:11][C:12]1[CH:17]=[CH:16][C:15]([O:18][CH2:27][CH2:28][CH2:29][O:30][C:31]2[CH:36]=[CH:35][C:34]([C:37]3[CH:42]=[CH:41][CH:40]=[CH:39][CH:38]=3)=[CH:33][CH:32]=2)=[C:14]([CH2:19][F:22])[CH:13]=1. The yield is 0.570. (7) The reactants are [C:1]1(B(O)O)[CH:6]=[CH:5][CH:4]=[CH:3][CH:2]=1.[Cl:10][C:11]1[CH:16]=[C:15]([O:17][C:18]2[C:19](I)=[N:20][C:21]([CH3:24])=[CH:22][CH:23]=2)[CH:14]=[CH:13][N:12]=1.C([O-])([O-])=O.[Cs+].[Cs+].O1CCOCC1. The catalyst is CCOC(C)=O.C1C=CC([P]([Pd]([P](C2C=CC=CC=2)(C2C=CC=CC=2)C2C=CC=CC=2)([P](C2C=CC=CC=2)(C2C=CC=CC=2)C2C=CC=CC=2)[P](C2C=CC=CC=2)(C2C=CC=CC=2)C2C=CC=CC=2)(C2C=CC=CC=2)C2C=CC=CC=2)=CC=1.O. The product is [Cl:10][C:11]1[CH:16]=[C:15]([O:17][C:18]2[C:19]([C:1]3[CH:6]=[CH:5][CH:4]=[CH:3][CH:2]=3)=[N:20][C:21]([CH3:24])=[CH:22][CH:23]=2)[CH:14]=[CH:13][N:12]=1. The yield is 0.770.